Task: Predict the reactants needed to synthesize the given product.. Dataset: Full USPTO retrosynthesis dataset with 1.9M reactions from patents (1976-2016) (1) Given the product [Br:8][C:5]1[CH:4]=[N:3][C:2]2[N:7]([CH:9]=[CH:10][N:1]=2)[CH:6]=1, predict the reactants needed to synthesize it. The reactants are: [NH2:1][C:2]1[N:7]=[CH:6][C:5]([Br:8])=[CH:4][N:3]=1.[CH2:9](OC(OCC)CBr)[CH3:10].Br.[OH-].[Na+]. (2) Given the product [CH3:24][C@@H:19]([NH:18][C:17]([CH2:16][C:13]1[CH:12]=[CH:11][C:10]([CH2:9][NH2:8])=[CH:15][CH:14]=1)=[O:25])[C:20]([F:23])([F:21])[F:22], predict the reactants needed to synthesize it. The reactants are: C(OC([NH:8][CH2:9][C:10]1[CH:15]=[CH:14][C:13]([CH2:16][C:17](=[O:25])[NH:18][C@H:19]([CH3:24])[C:20]([F:23])([F:22])[F:21])=[CH:12][CH:11]=1)=O)(C)(C)C.Cl. (3) Given the product [Cl:19][C:13]1[CH:14]=[C:15]([Cl:18])[CH:16]=[CH:17][C:12]=1[NH:11][C:9]1[N:8]([CH2:20][CH:21]([OH:24])[CH2:22][OH:23])[C:7]2[C:2]([N:1]([CH2:25][CH3:26])[CH2:28][CH3:29])=[CH:3][CH:4]=[CH:5][C:6]=2[N:10]=1, predict the reactants needed to synthesize it. The reactants are: [NH2:1][C:2]1[C:7]2[N:8]([CH2:20][CH:21]([OH:24])[CH2:22][OH:23])[C:9]([NH:11][C:12]3[CH:17]=[CH:16][C:15]([Cl:18])=[CH:14][C:13]=3[Cl:19])=[N:10][C:6]=2[CH:5]=[CH:4][CH:3]=1.[CH:25](=O)[CH3:26].[C:28](O[BH3-])(=O)[CH3:29].[Na+]. (4) Given the product [N:11]1[CH:12]=[CH:13][CH:14]=[CH:15][C:10]=1[N:9]1[CH:4]=[CH:5][C:6](=[O:7])[NH:8]1, predict the reactants needed to synthesize it. The reactants are: C(O/[CH:4]=[CH:5]/[C:6]([NH:8][NH:9][C:10]1[CH:15]=[CH:14][CH:13]=[CH:12][N:11]=1)=[O:7])C.[OH-].[Na+]. (5) Given the product [CH2:4]([O:6][C:7]1[CH:16]=[C:15]([O:17][C@H:18]2[CH2:22][N:21]([C:23]([O:25][C:26]([CH3:28])([CH3:29])[CH3:27])=[O:24])[C@H:20]([C:30]([O:32][CH3:33])=[O:31])[CH2:19]2)[C:14]2[C:9](=[CH:10][C:11]([O:42][CH3:43])=[C:12]([CH:34]3[CH2:3][CH:35]3[CH2:36][C:37]([CH3:41])([CH3:40])[CH2:38][OH:39])[CH:13]=2)[N:8]=1)[CH3:5], predict the reactants needed to synthesize it. The reactants are: [N+](=[CH2:3])=[N-].[CH2:4]([O:6][C:7]1[CH:16]=[C:15]([O:17][C@H:18]2[CH2:22][N:21]([C:23]([O:25][C:26]([CH3:29])([CH3:28])[CH3:27])=[O:24])[C@H:20]([C:30]([O:32][CH3:33])=[O:31])[CH2:19]2)[C:14]2[C:9](=[CH:10][C:11]([O:42][CH3:43])=[C:12](/[CH:34]=[CH:35]/[CH2:36][C:37]([CH3:41])([CH3:40])[CH2:38][OH:39])[CH:13]=2)[N:8]=1)[CH3:5]. (6) The reactants are: Br[C:2]1[C:6]([Br:7])=[CH:5][S:4][C:3]=1[N+:8]([O-:10])=[O:9].[NH:11]1[CH:15]=[CH:14][N:13]=[N:12]1.C(=O)(O)[O-].[K+]. Given the product [Br:7][C:6]1[C:2]([N:12]2[N:13]=[CH:14][CH:15]=[N:11]2)=[C:3]([N+:8]([O-:10])=[O:9])[S:4][CH:5]=1, predict the reactants needed to synthesize it. (7) Given the product [F:17][C:14]1[CH:15]=[CH:16][C:11]([C:9]2[N:10]=[C:5]3[CH:4]=[CH:3][C:2]([C:25]4[CH:26]=[C:27]([CH:31]=[CH:32][CH:33]=4)[C:28]([OH:30])=[O:29])=[CH:7][N:6]3[C:8]=2[C:18](=[O:19])[NH:20][CH3:21])=[CH:12][CH:13]=1, predict the reactants needed to synthesize it. The reactants are: Br[C:2]1[CH:3]=[CH:4][C:5]2[N:6]([C:8]([C:18]([NH:20][CH3:21])=[O:19])=[C:9]([C:11]3[CH:16]=[CH:15][C:14]([F:17])=[CH:13][CH:12]=3)[N:10]=2)[CH:7]=1.B([C:25]1[CH:26]=[C:27]([CH:31]=[CH:32][CH:33]=1)[C:28]([OH:30])=[O:29])(O)O.O1CCOCC1.C([O-])([O-])=O.[Cs+].[Cs+].